The task is: Predict the reactants needed to synthesize the given product.. This data is from Full USPTO retrosynthesis dataset with 1.9M reactions from patents (1976-2016). (1) Given the product [CH3:1][O:2][C:3]1[C:4]([NH:10][S:19]([C:14]2[CH:15]=[CH:16][CH:17]=[CH:18][C:13]=2[C:11]#[N:12])(=[O:21])=[O:20])=[N:5][CH:6]=[C:7]([CH3:9])[N:8]=1, predict the reactants needed to synthesize it. The reactants are: [CH3:1][O:2][C:3]1[C:4]([NH2:10])=[N:5][CH:6]=[C:7]([CH3:9])[N:8]=1.[C:11]([C:13]1[CH:18]=[CH:17][CH:16]=[CH:15][C:14]=1[S:19](Cl)(=[O:21])=[O:20])#[N:12]. (2) Given the product [N:22]1[C:23]2[C:28](=[CH:27][CH:26]=[CH:25][CH:24]=2)[N:29]=[CH:30][C:21]=1[N:10]1[CH2:11][CH2:12][C:7]2([C:2](=[O:13])[NH:3][CH2:4][CH2:5][CH2:6]2)[CH2:8][CH2:9]1, predict the reactants needed to synthesize it. The reactants are: Cl.[C:2]1(=[O:13])[C:7]2([CH2:12][CH2:11][NH:10][CH2:9][CH2:8]2)[CH2:6][CH2:5][CH2:4][NH:3]1.C([O-])([O-])=O.[K+].[K+].Cl[C:21]1[CH:30]=[N:29][C:28]2[C:23](=[CH:24][CH:25]=[CH:26][CH:27]=2)[N:22]=1.